This data is from Full USPTO retrosynthesis dataset with 1.9M reactions from patents (1976-2016). The task is: Predict the reactants needed to synthesize the given product. (1) Given the product [C:9]([N:11]=[C:12]([NH:6][C:5]1[CH:7]=[CH:8][C:2]([F:1])=[CH:3][CH:4]=1)[CH2:13][CH3:14])#[N:10], predict the reactants needed to synthesize it. The reactants are: [F:1][C:2]1[CH:8]=[CH:7][C:5]([NH2:6])=[CH:4][CH:3]=1.[C:9]([N:11]=[C:12](OCC)[CH2:13][CH3:14])#[N:10]. (2) Given the product [C:3]([C:5]1[CH:6]=[C:7]2[C:11](=[CH:12][CH:13]=1)[N:10]([NH2:15])[CH:9]=[CH:8]2)#[N:4], predict the reactants needed to synthesize it. The reactants are: [H-].[Na+].[C:3]([C:5]1[CH:6]=[C:7]2[C:11](=[CH:12][CH:13]=1)[NH:10][CH:9]=[CH:8]2)#[N:4].C[N:15]1C(=O)CCC1. (3) Given the product [F:11][C:10]1[C:3]2[C:2]([NH:22][C:14]3[CH:15]=[C:16]4[C:20](=[CH:21][C:13]=3[F:12])[NH:19][N:18]=[CH:17]4)=[N:7][CH:6]=[N:5][C:4]=2[NH:8][CH:9]=1, predict the reactants needed to synthesize it. The reactants are: Cl[C:2]1[C:3]2[C:10]([F:11])=[CH:9][NH:8][C:4]=2[N:5]=[CH:6][N:7]=1.[F:12][C:13]1[CH:21]=[C:20]2[C:16]([CH:17]=[N:18][NH:19]2)=[CH:15][C:14]=1[NH2:22].